Dataset: Catalyst prediction with 721,799 reactions and 888 catalyst types from USPTO. Task: Predict which catalyst facilitates the given reaction. (1) Reactant: [CH2:1]1[CH:6]2[CH2:7][C:8]3([C:10]([OH:12])=O)[CH2:9][CH:2]1[CH2:3][CH:4]3[CH2:5]2.O=S(Cl)[Cl:15]. Product: [CH2:5]1[CH:4]2[C:8]3([C:10]([Cl:15])=[O:12])[CH2:9][CH:2]([CH2:1][CH:6]1[CH2:7]3)[CH2:3]2. The catalyst class is: 11. (2) Reactant: [Cl:1][C:2]1[CH:34]=[CH:33][C:32]([O:35]C)=[CH:31][C:3]=1[C:4]([NH:6][C:7]1[CH:8]=[N:9][C:10]([NH:13][C:14]2[CH:19]=[CH:18][C:17]([S:20]([CH2:23][CH2:24][CH2:25][N:26]3[CH2:30][CH2:29][CH2:28][CH2:27]3)(=[O:22])=[O:21])=[CH:16][CH:15]=2)=[N:11][CH:12]=1)=[O:5].B(Br)(Br)Br.S([O-])([O-])(=O)=S.[Na+].[Na+]. Product: [Cl:1][C:2]1[CH:34]=[CH:33][C:32]([OH:35])=[CH:31][C:3]=1[C:4]([NH:6][C:7]1[CH:8]=[N:9][C:10]([NH:13][C:14]2[CH:19]=[CH:18][C:17]([S:20]([CH2:23][CH2:24][CH2:25][N:26]3[CH2:27][CH2:28][CH2:29][CH2:30]3)(=[O:21])=[O:22])=[CH:16][CH:15]=2)=[N:11][CH:12]=1)=[O:5]. The catalyst class is: 2. (3) The catalyst class is: 19. Reactant: [C:1]([NH:5][CH2:6][CH:7]([OH:43])[CH2:8][O:9][C:10]1[CH:19]=[C:18]2[C:13]([C:14](=[O:42])[CH:15]=[C:16]([C:20]3[CH:25]=[C:24]([O:26]CC4C=CC=CC=4)[CH:23]=[C:22]([O:34]CC4C=CC=CC=4)[CH:21]=3)[O:17]2)=[CH:12][CH:11]=1)([CH3:4])([CH3:3])[CH3:2].[H][H]. Product: [C:1]([NH:5][CH2:6][CH:7]([OH:43])[CH2:8][O:9][C:10]1[CH:19]=[C:18]2[C:13]([C:14](=[O:42])[CH:15]=[C:16]([C:20]3[CH:21]=[C:22]([OH:34])[CH:23]=[C:24]([OH:26])[CH:25]=3)[O:17]2)=[CH:12][CH:11]=1)([CH3:4])([CH3:2])[CH3:3]. (4) Reactant: [CH3:1][C:2]([O:4]C(C)=O)=[O:3].[CH2:8]([C:13]1[CH:22]=[CH:21][CH:20]=[CH:19][C:14]=1[CH:15]=CC=O)[CH2:9][CH2:10][CH2:11][CH3:12].C([O-])([O-])=O.[Na+].[Na+].[Na+].[Cl-].[CH3:31][C:32](O)=O. Product: [C:2]([O:4][CH:8]1[C:13]2[C:14](=[CH:19][CH:20]=[CH:21][CH:22]=2)[CH:15]=[C:9]1[CH2:10][CH2:11][CH2:12][CH2:31][CH3:32])(=[O:3])[CH3:1]. The catalyst class is: 316. (5) Reactant: Br[C:2]1[CH:3]=[N:4][CH:5]=[CH:6][CH:7]=1.C([Mg]Cl)(C)C.C(N(CC)CC)C.[CH3:20][S:21](Cl)(=[O:23])=[O:22]. Product: [CH3:20][S:21]([C:2]1[CH:3]=[N:4][CH:5]=[CH:6][CH:7]=1)(=[O:23])=[O:22]. The catalyst class is: 20. (6) Reactant: [Br:1][C:2]1[CH:14]=[C:13]2[C:5]([C:6]3[CH:7]=[CH:8][N:9]=[CH:10][C:11]=3[NH:12]2)=[CH:4][CH:3]=1.[OH-].[Na+].[C:17](OC(=O)C)(=[O:19])[CH3:18]. Product: [C:17]([C:10]1[C:11]2[NH:12][C:13]3[C:5](=[CH:4][CH:3]=[C:2]([Br:1])[CH:14]=3)[C:6]=2[CH:7]=[CH:8][N:9]=1)(=[O:19])[CH3:18]. The catalyst class is: 9. (7) Reactant: [NH2:1][C:2]1[CH:11]=[C:10]2[C:5]([CH2:6][CH2:7][NH:8][C:9]2=[O:12])=[CH:4][CH:3]=1.[Cl:13]N1C(=O)CCC1=O.O. Product: [NH2:1][C:2]1[C:11]([Cl:13])=[C:10]2[C:5]([CH2:6][CH2:7][NH:8][C:9]2=[O:12])=[CH:4][CH:3]=1. The catalyst class is: 9.